From a dataset of Forward reaction prediction with 1.9M reactions from USPTO patents (1976-2016). Predict the product of the given reaction. Given the reactants Br[C:2]1[CH:11]=[C:10]2[C:5]([N:6]=[CH:7][CH:8]=[N:9]2)=[C:4]([C:12]([NH:14][CH2:15][C:16]([O:18]CC)=[O:17])=[O:13])[C:3]=1[OH:21].[CH3:22][N:23]1[CH:27]=[C:26](B2OC(C)(C)C(C)(C)O2)[CH:25]=[N:24]1.C(=O)([O-])[O-].[K+].[K+], predict the reaction product. The product is: [OH:21][C:3]1[C:4]([C:12]([NH:14][CH2:15][C:16]([OH:18])=[O:17])=[O:13])=[C:5]2[C:10](=[CH:11][C:2]=1[C:26]1[CH:25]=[N:24][N:23]([CH3:22])[CH:27]=1)[N:9]=[CH:8][CH:7]=[N:6]2.